Dataset: Full USPTO retrosynthesis dataset with 1.9M reactions from patents (1976-2016). Task: Predict the reactants needed to synthesize the given product. (1) Given the product [C:2]([C:6]1[N:11]=[CH:10][C:9]([C:12]2[N:13]([C:33]([N:35]3[CH2:36][CH2:37][N:38]([CH2:41][C:42]([N:48]4[CH2:53][CH2:52][S:51](=[O:55])(=[O:54])[CH2:50][CH2:49]4)=[O:43])[CH2:39][CH2:40]3)=[O:34])[C@@:14]([C:26]3[CH:27]=[CH:28][C:29]([Cl:32])=[CH:30][CH:31]=3)([CH3:25])[C@@:15]([C:18]3[CH:19]=[CH:20][C:21]([Cl:24])=[CH:22][CH:23]=3)([CH3:17])[N:16]=2)=[C:8]([O:45][CH2:46][CH3:47])[CH:7]=1)([CH3:5])([CH3:3])[CH3:4], predict the reactants needed to synthesize it. The reactants are: Cl.[C:2]([C:6]1[N:11]=[CH:10][C:9]([C:12]2[N:13]([C:33]([N:35]3[CH2:40][CH2:39][N:38]([CH2:41][C:42](O)=[O:43])[CH2:37][CH2:36]3)=[O:34])[C@@:14]([C:26]3[CH:31]=[CH:30][C:29]([Cl:32])=[CH:28][CH:27]=3)([CH3:25])[C@@:15]([C:18]3[CH:23]=[CH:22][C:21]([Cl:24])=[CH:20][CH:19]=3)([CH3:17])[N:16]=2)=[C:8]([O:45][CH2:46][CH3:47])[CH:7]=1)([CH3:5])([CH3:4])[CH3:3].[NH:48]1[CH2:53][CH2:52][S:51](=[O:55])(=[O:54])[CH2:50][CH2:49]1. (2) Given the product [Cl:1][C:2]1[CH:7]=[CH:6][C:5]([S:8]([C:11]([C:12]2[CH:17]=[CH:16][C:15]([CH3:18])=[CH:14][N:13]=2)([C:19]2[CH:24]=[C:23]([F:25])[CH:22]=[CH:21][C:20]=2[F:26])[CH3:29])(=[O:9])=[O:10])=[CH:4][CH:3]=1, predict the reactants needed to synthesize it. The reactants are: [Cl:1][C:2]1[CH:7]=[CH:6][C:5]([S:8]([CH:11]([C:19]2[CH:24]=[C:23]([F:25])[CH:22]=[CH:21][C:20]=2[F:26])[C:12]2[CH:17]=[CH:16][C:15]([CH3:18])=[CH:14][N:13]=2)(=[O:10])=[O:9])=[CH:4][CH:3]=1.[H-].[Na+].[CH3:29]I.O. (3) Given the product [NH2:1][C:2]1[CH:11]=[CH:10][C:5]([CH2:6][OH:7])=[CH:4][C:3]=1[Cl:12], predict the reactants needed to synthesize it. The reactants are: [NH2:1][C:2]1[CH:11]=[CH:10][C:5]([C:6](OC)=[O:7])=[CH:4][C:3]=1[Cl:12].[H-].[Al+3].[Li+].[H-].[H-].[H-].NC1C(Cl)=CC(CO)=C(OC)C=1. (4) Given the product [OH:23][C:16]1[CH:17]=[CH:18][CH:19]=[CH:20][C:15]=1[N:14]=[CH:12][C:3]1[C:4]2[C:9](=[CH:8][CH:7]=[CH:6][CH:5]=2)[CH:10]=[CH:11][CH:2]=1, predict the reactants needed to synthesize it. The reactants are: O[C:2]1[CH:11]=[CH:10][C:9]2[C:4](=[CH:5][CH:6]=[CH:7][CH:8]=2)[C:3]=1[CH:12]=O.[NH2:14][C:15]1[CH:20]=[CH:19][CH:18]=[CH:17][CH:16]=1.C([OH:23])C. (5) Given the product [CH3:1][C:2]1[N:6]=[C:5]([CH3:7])[N:4]([C:8]2[CH:13]=[C:12]([C@@H:14]3[CH2:16][C@H:15]3[C:17]3[N:22]([CH3:21])[C:23]4[CH:28]=[CH:27][CH:26]=[CH:25][C:24]=4[N:29]=3)[CH:11]=[C:10]([CH3:20])[N:9]=2)[N:3]=1, predict the reactants needed to synthesize it. The reactants are: [CH3:1][C:2]1[N:6]=[C:5]([CH3:7])[N:4]([C:8]2[CH:13]=[C:12]([C@@H:14]3[CH2:16][C@H:15]3[C:17](O)=O)[CH:11]=[C:10]([CH3:20])[N:9]=2)[N:3]=1.[CH3:21][NH:22][C:23]1[C:24]([NH2:29])=[CH:25][CH:26]=[CH:27][CH:28]=1.CCN=C=NCCCN(C)C.Cl.C1C=CC2N(O)N=NC=2C=1.C(N(C(C)C)CC)(C)C. (6) Given the product [CH2:24]([O:27][N:28]1[C:1](=[O:4])[N:31]2[CH2:30][C@H:29]1[C:34]([C:35]([NH:37][CH3:38])=[O:36])=[CH:33][C@H:32]2[CH2:39][O:40][CH3:41])[CH:25]=[CH2:26], predict the reactants needed to synthesize it. The reactants are: [CH2:1]([O:4]N1C(=O)N2C[C@H]1C(C)=C[C@H]2CO[Si](C(C)(C)C)(C)C)C=C.[CH2:24]([O:27][NH:28][C@@H:29]1[C:34]([C:35]([NH:37][CH3:38])=[O:36])=[CH:33][C@@H:32]([CH2:39][O:40][CH3:41])[NH:31][CH2:30]1)[CH:25]=[CH2:26]. (7) The reactants are: [CH3:1][C:2]1[N:7]=[CH:6][C:5]([C:8]2[CH:13]=[CH:12][N:11]3[N:14]=[CH:15][C:16]([C:17]([OH:19])=O)=[C:10]3[N:9]=2)=[CH:4][CH:3]=1.Cl.[NH2:21][C@@H:22]([C:27]1[CH:32]=[CH:31][C:30]([O:33][C:34]([F:37])([F:36])[F:35])=[CH:29][CH:28]=1)[C:23]([CH3:26])([OH:25])[CH3:24].ON1C2C=CC=CC=2N=N1.Cl.CN(C)CCCN=C=NCC. Given the product [OH:25][C:23]([CH3:26])([CH3:24])[C@@H:22]([NH:21][C:17]([C:16]1[CH:15]=[N:14][N:11]2[CH:12]=[CH:13][C:8]([C:5]3[CH:6]=[N:7][C:2]([CH3:1])=[CH:3][CH:4]=3)=[N:9][C:10]=12)=[O:19])[C:27]1[CH:28]=[CH:29][C:30]([O:33][C:34]([F:35])([F:36])[F:37])=[CH:31][CH:32]=1, predict the reactants needed to synthesize it. (8) Given the product [Cl:5][C:6]1[N:11]=[C:10]([C:12]2[NH:13][C:14]3[C:19]([CH:20]=2)=[CH:18][CH:17]=[CH:16][CH:15]=3)[C:9]([OH:21])=[CH:8][CH:7]=1, predict the reactants needed to synthesize it. The reactants are: B(Br)(Br)Br.[Cl:5][C:6]1[N:11]=[C:10]([C:12]2[NH:13][C:14]3[C:19]([CH:20]=2)=[CH:18][CH:17]=[CH:16][CH:15]=3)[C:9]([O:21]C)=[CH:8][CH:7]=1. (9) The reactants are: [Cl:1][C:2]1[CH:9]=[C:8]([O:10][CH3:11])[CH:7]=[CH:6][C:3]=1[NH:4][CH3:5].Cl[C:13]1[N:14]=[C:15]([NH:22][CH:23]([CH2:26][CH3:27])[CH2:24][CH3:25])[C:16]2[CH2:21][CH2:20][CH2:19][C:17]=2[N:18]=1. Given the product [Cl:1][C:2]1[CH:9]=[C:8]([O:10][CH3:11])[CH:7]=[CH:6][C:3]=1[N:4]([CH3:5])[C:13]1[N:14]=[C:15]([NH:22][CH:23]([CH2:26][CH3:27])[CH2:24][CH3:25])[C:16]2[CH2:21][CH2:20][CH2:19][C:17]=2[N:18]=1, predict the reactants needed to synthesize it. (10) Given the product [F:18][C:16]([F:17])([F:19])[O:15][C:12]1[CH:11]=[CH:10][C:9]([N:7]2[CH2:8][CH:4]3[CH2:3][C:2]4([CH2:21][CH:5]3[C:6]2=[O:20])[CH2:1][O:30]4)=[CH:14][CH:13]=1, predict the reactants needed to synthesize it. The reactants are: [CH2:1]=[C:2]1[CH2:21][CH:5]2[C:6](=[O:20])[N:7]([C:9]3[CH:14]=[CH:13][C:12]([O:15][C:16]([F:19])([F:18])[F:17])=[CH:11][CH:10]=3)[CH2:8][CH:4]2[CH2:3]1.C1C=C(Cl)C=C(C(OO)=[O:30])C=1.C([O-])(O)=O.[Na+].